Dataset: Forward reaction prediction with 1.9M reactions from USPTO patents (1976-2016). Task: Predict the product of the given reaction. (1) Given the reactants [C:1]([C:5]1[CH:23]=[CH:22][C:8]([CH2:9][O:10][C:11]2[CH:20]=[CH:19][C:18]([F:21])=[CH:17][C:12]=2[C:13]([O:15]C)=[O:14])=[CH:7][CH:6]=1)([CH3:4])([CH3:3])[CH3:2].[OH-].[Na+], predict the reaction product. The product is: [C:1]([C:5]1[CH:23]=[CH:22][C:8]([CH2:9][O:10][C:11]2[CH:20]=[CH:19][C:18]([F:21])=[CH:17][C:12]=2[C:13]([OH:15])=[O:14])=[CH:7][CH:6]=1)([CH3:4])([CH3:2])[CH3:3]. (2) Given the reactants [C:1]([C:5]1[CH:6]=[CH:7][C:8]([O:13][C:14]2[C:23]3[C:18](=[CH:19][C:20]([O:26][CH3:27])=[C:21]([O:24][CH3:25])[CH:22]=3)[N:17]=[CH:16][CH:15]=2)=[C:9]([CH:12]=1)[CH:10]=[O:11])([CH3:4])([CH3:3])[CH3:2].[CH2:28]([Mg]Br)[CH3:29].O, predict the reaction product. The product is: [C:1]([C:5]1[CH:6]=[CH:7][C:8]([O:13][C:14]2[C:23]3[C:18](=[CH:19][C:20]([O:26][CH3:27])=[C:21]([O:24][CH3:25])[CH:22]=3)[N:17]=[CH:16][CH:15]=2)=[C:9]([CH:10]([OH:11])[CH2:28][CH3:29])[CH:12]=1)([CH3:4])([CH3:2])[CH3:3]. (3) Given the reactants [N:1]1([CH2:7][CH2:8][NH:9][C:10]([C:12]2[N:13]([CH3:27])[C:14]([C:17]3[S:25][C:24]4[C:19](=[N:20][CH:21]=[CH:22][C:23]=4Cl)[CH:18]=3)=[CH:15][N:16]=2)=[O:11])[CH2:6][CH2:5][CH2:4][CH2:3][CH2:2]1.[CH3:28][C:29]1[NH:30][C:31]2[C:36]([CH:37]=1)=[CH:35][C:34]([NH2:38])=[CH:33][CH:32]=2, predict the reaction product. The product is: [N:1]1([CH2:7][CH2:8][NH:9][C:10]([C:12]2[N:13]([CH3:27])[C:14]([C:17]3[S:25][C:24]4[C:19](=[N:20][CH:21]=[CH:22][C:23]=4[NH:38][C:34]4[CH:35]=[C:36]5[C:31](=[CH:32][CH:33]=4)[NH:30][C:29]([CH3:28])=[CH:37]5)[CH:18]=3)=[CH:15][N:16]=2)=[O:11])[CH2:6][CH2:5][CH2:4][CH2:3][CH2:2]1. (4) Given the reactants S(Cl)(Cl)=O.[CH3:5][O:6][C:7]1[CH:8]=[C:9]([C:13]2[C:14]([C:19]([OH:21])=O)=[N:15][CH:16]=[CH:17][CH:18]=2)[CH:10]=[CH:11][CH:12]=1.[Cl-].[Al+3].[Cl-].[Cl-].[OH-].[Na+], predict the reaction product. The product is: [CH3:5][O:6][C:7]1[CH:12]=[CH:11][C:10]2[C:19](=[O:21])[C:14]3[C:13]([C:9]=2[CH:8]=1)=[CH:18][CH:17]=[CH:16][N:15]=3. (5) Given the reactants [Cl:1][C:2]1[CH:3]=[CH:4][C:5]2[N:6]=[C:7]([CH:20](Cl)[CH3:21])[N:8]3[C:16]4[CH:15]=[CH:14][CH:13]=[C:12]([F:17])[C:11]=4[CH:10]=[C:9]3[C:18]=2[N:19]=1.[F:23][CH:24]1[CH2:27][NH:26][CH2:25]1.C([O-])([O-])=O.[K+].[K+], predict the reaction product. The product is: [Cl:1][C:2]1[CH:3]=[CH:4][C:5]2[N:6]=[C:7]([CH:20]([N:26]3[CH2:27][CH:24]([F:23])[CH2:25]3)[CH3:21])[N:8]3[C:16]4[CH:15]=[CH:14][CH:13]=[C:12]([F:17])[C:11]=4[CH:10]=[C:9]3[C:18]=2[N:19]=1. (6) The product is: [CH3:1][O:2][C:3]([C:5]1([CH2:20][C:19]#[CH:18])[CH2:9][CH2:8][N:7]([C:10]([O:12][C:13]([CH3:16])([CH3:15])[CH3:14])=[O:11])[CH2:6]1)=[O:4]. Given the reactants [CH3:1][O:2][C:3]([CH:5]1[CH2:9][CH2:8][N:7]([C:10]([O:12][C:13]([CH3:16])([CH3:15])[CH3:14])=[O:11])[CH2:6]1)=[O:4].[Li+].[CH3:18][CH:19]([N-]C(C)C)[CH3:20].C(Br)C#C, predict the reaction product. (7) Given the reactants Br[C:2]1[CH:7]=[CH:6][CH:5]=[CH:4][CH:3]=1.[C:8]([O:12][CH2:13][CH2:14][CH2:15][CH3:16])(=[O:11])[CH:9]=[CH2:10], predict the reaction product. The product is: [C:8]([O:12][CH2:13][CH2:14][CH2:15][CH3:16])(=[O:11])[CH:9]=[CH:10][C:2]1[CH:7]=[CH:6][CH:5]=[CH:4][CH:3]=1.